Task: Predict the product of the given reaction.. Dataset: Forward reaction prediction with 1.9M reactions from USPTO patents (1976-2016) Given the reactants Cl[CH2:2][C:3]([N:5]([C:7]1[CH:12]=[CH:11][C:10]([O:13][CH2:14][O:15][CH2:16][CH2:17][Si:18]([CH3:21])([CH3:20])[CH3:19])=[CH:9][C:8]=1[Cl:22])[CH3:6])=[O:4].[C:23]([O:27][C:28](=[O:45])[CH2:29][NH:30][CH2:31][C:32]1[CH:33]=[C:34]([CH:42]=[CH:43][CH:44]=1)[C:35]([O:37][C:38]([CH3:41])([CH3:40])[CH3:39])=[O:36])([CH3:26])([CH3:25])[CH3:24].C(=O)([O-])[O-].[K+].[K+].[I-].[K+], predict the reaction product. The product is: [C:23]([O:27][C:28](=[O:45])[CH2:29][N:30]([CH2:31][C:32]1[CH:33]=[C:34]([CH:42]=[CH:43][CH:44]=1)[C:35]([O:37][C:38]([CH3:40])([CH3:39])[CH3:41])=[O:36])[CH2:2][C:3]([N:5]([C:7]1[CH:12]=[CH:11][C:10]([O:13][CH2:14][O:15][CH2:16][CH2:17][Si:18]([CH3:21])([CH3:20])[CH3:19])=[CH:9][C:8]=1[Cl:22])[CH3:6])=[O:4])([CH3:24])([CH3:25])[CH3:26].